From a dataset of NCI-60 drug combinations with 297,098 pairs across 59 cell lines. Regression. Given two drug SMILES strings and cell line genomic features, predict the synergy score measuring deviation from expected non-interaction effect. (1) Drug 1: CC1=CC=C(C=C1)C2=CC(=NN2C3=CC=C(C=C3)S(=O)(=O)N)C(F)(F)F. Drug 2: C(CCl)NC(=O)N(CCCl)N=O. Cell line: MALME-3M. Synergy scores: CSS=-0.625, Synergy_ZIP=-2.64, Synergy_Bliss=-2.92, Synergy_Loewe=-10.9, Synergy_HSA=-6.24. (2) Drug 1: COCCOC1=C(C=C2C(=C1)C(=NC=N2)NC3=CC=CC(=C3)C#C)OCCOC.Cl. Drug 2: N.N.Cl[Pt+2]Cl. Cell line: KM12. Synergy scores: CSS=24.6, Synergy_ZIP=-5.79, Synergy_Bliss=-2.86, Synergy_Loewe=-5.36, Synergy_HSA=-3.82. (3) Drug 1: C1C(C(OC1N2C=NC3=C2NC=NCC3O)CO)O. Drug 2: CC1C(C(CC(O1)OC2CC(CC3=C2C(=C4C(=C3O)C(=O)C5=CC=CC=C5C4=O)O)(C(=O)C)O)N)O. Cell line: MOLT-4. Synergy scores: CSS=40.0, Synergy_ZIP=2.37, Synergy_Bliss=-1.08, Synergy_Loewe=-27.3, Synergy_HSA=-2.33. (4) Drug 1: CNC(=O)C1=CC=CC=C1SC2=CC3=C(C=C2)C(=NN3)C=CC4=CC=CC=N4. Drug 2: C1=CC(=CC=C1CCCC(=O)O)N(CCCl)CCCl. Cell line: MALME-3M. Synergy scores: CSS=13.6, Synergy_ZIP=-5.25, Synergy_Bliss=0.247, Synergy_Loewe=-1.06, Synergy_HSA=-0.675. (5) Drug 1: CNC(=O)C1=CC=CC=C1SC2=CC3=C(C=C2)C(=NN3)C=CC4=CC=CC=N4. Drug 2: N.N.Cl[Pt+2]Cl. Cell line: NCI/ADR-RES. Synergy scores: CSS=-3.64, Synergy_ZIP=1.23, Synergy_Bliss=-1.09, Synergy_Loewe=-2.70, Synergy_HSA=-3.89.